From a dataset of Full USPTO retrosynthesis dataset with 1.9M reactions from patents (1976-2016). Predict the reactants needed to synthesize the given product. (1) Given the product [C:12]1([N:9]2[C:5]3=[N:6][CH:7]=[N:8][C:3]([NH:1][N:2]=[CH:26][C:25]4[CH:24]=[C:23]([O:29][CH3:30])[C:22]([OH:31])=[C:21]([C:18]([OH:20])=[O:19])[CH:28]=4)=[C:4]3[CH:11]=[N:10]2)[CH:17]=[CH:16][CH:15]=[CH:14][CH:13]=1, predict the reactants needed to synthesize it. The reactants are: [NH:1]([C:3]1[N:8]=[CH:7][N:6]=[C:5]2[N:9]([C:12]3[CH:17]=[CH:16][CH:15]=[CH:14][CH:13]=3)[N:10]=[CH:11][C:4]=12)[NH2:2].[C:18]([C:21]1[C:22]([OH:31])=[C:23]([O:29][CH3:30])[CH:24]=[C:25]([CH:28]=1)[CH:26]=O)([OH:20])=[O:19].C1(N2C3=NC=NC(NN=CC4C=CN=CC=4)=C3C=N2)C=CC=CC=1. (2) Given the product [O:25]([CH2:32][C:33]([NH:1][C:2]1[CH:7]=[CH:6][C:5]([N:8]2[C:14](=[O:15])[CH2:13][C:12](=[O:16])[NH:11][C:10]3[C:17]4[C:22]([CH:23]=[CH:24][C:9]2=3)=[CH:21][CH:20]=[CH:19][CH:18]=4)=[CH:4][CH:3]=1)=[O:34])[C:26]1[CH:31]=[CH:30][CH:29]=[CH:28][CH:27]=1, predict the reactants needed to synthesize it. The reactants are: [NH2:1][C:2]1[CH:7]=[CH:6][C:5]([N:8]2[C:14](=[O:15])[CH2:13][C:12](=[O:16])[NH:11][C:10]3[C:17]4[C:22]([CH:23]=[CH:24][C:9]2=3)=[CH:21][CH:20]=[CH:19][CH:18]=4)=[CH:4][CH:3]=1.[O:25]([CH2:32][C:33](Cl)=[O:34])[C:26]1[CH:31]=[CH:30][CH:29]=[CH:28][CH:27]=1.C(NC1C=CC(N2C(=O)CC(=O)NC3C4C(C=CC2=3)=CC=CC=4)=CC=1)(=O)C1C=CC=CC=1. (3) Given the product [NH2:1][C:2]1[CH:6]=[C:5]([C:7]2[CH:12]=[CH:11][N:10]=[CH:9][CH:8]=2)[S:4][C:3]=1[C:13]([NH2:20])=[O:15], predict the reactants needed to synthesize it. The reactants are: [NH2:1][C:2]1[CH:6]=[C:5]([C:7]2[CH:12]=[CH:11][N:10]=[CH:9][CH:8]=2)[S:4][C:3]=1[C:13]([OH:15])=O.[Cl-].[NH4+].C([N:20](CC)CC)C.ON1C2C=CC=CC=2N=N1.Cl.C(N=C=NCCCN(C)C)C.C(=O)([O-])O.[Na+]. (4) Given the product [CH3:25][O:24][C:20]1[C:19]([O:26][CH:27]2[CH2:31][CH2:30][CH2:33][O:32]2)=[C:18]2[C:23](=[CH:22][CH:21]=1)[C:14]([C:4]1[CH:3]=[CH:10][CH:11]=[CH:12][CH:7]=1)=[N:15][N:16]=[CH:17]2, predict the reactants needed to synthesize it. The reactants are: [Mg].Br[CH2:3][CH2:4]Br.Br[C:7]1C=N[CH:10]=[CH:11][CH:12]=1.Cl[C:14]1[C:23]2[C:18](=[C:19]([O:26][CH:27]3[CH2:31][CH2:30]OC3)[C:20]([O:24][CH3:25])=[CH:21][CH:22]=2)[CH:17]=[N:16][N:15]=1.[O:32]1CCC[CH2:33]1. (5) Given the product [Cl:1][C:2]1[CH:7]=[CH:6][CH:5]=[CH:4][C:3]=1[C:8]1[C:9]([C:11]2[S:24][C:14]3[C:15]4[CH:23]=[CH:22][CH:21]=[CH:20][C:16]=4[O:17][CH2:18][CH2:19][C:13]=3[CH:12]=2)=[N:29][NH:26][CH:25]=1, predict the reactants needed to synthesize it. The reactants are: [Cl:1][C:2]1[CH:7]=[CH:6][CH:5]=[CH:4][C:3]=1[C:8](=[CH:25][N:26](C)C)[C:9]([C:11]1[S:24][C:14]2[C:15]3[CH:23]=[CH:22][CH:21]=[CH:20][C:16]=3[O:17][CH2:18][CH2:19][C:13]=2[CH:12]=1)=O.[NH2:29]N. (6) Given the product [Cl:23][C:3]1[C:36]([N:34]([CH3:35])[CH3:33])=[CH:7][C:6]([S:8][C:9]2[CH:19]=[CH:18][CH:17]=[CH:16][C:10]=2[C:11]([N:13]([CH3:15])[CH3:14])=[O:32])=[C:5]([N+:20]([O-:22])=[O:21])[CH:4]=1, predict the reactants needed to synthesize it. The reactants are: NC1[C:3]([Cl:23])=[CH:4][C:5]([N+:20]([O-:22])=[O:21])=[C:6]([S:8][C:9]2[CH:19]=[CH:18][CH:17]=[CH:16][C:10]=2[C:11]([N:13]([CH3:15])[CH3:14])=O)[CH:7]=1.CI.C(=O)([O-])[O-].[K+].[K+].[OH2:32].[CH3:33][N:34]([CH:36]=O)[CH3:35]. (7) Given the product [Cl:1][C:2]1[C:3]2[CH:24]=[C:23]([F:25])[CH:22]=[CH:21][C:4]=2[S:5][C:6]=1[C:7]([NH:9][C@@H:10]([CH2:14][C:15]1[CH:20]=[CH:19][CH:18]=[CH:17][CH:16]=1)[C:11]([OH:13])=[O:12])=[O:8], predict the reactants needed to synthesize it. The reactants are: [Cl:1][C:2]1[C:3]2[CH:24]=[C:23]([F:25])[CH:22]=[CH:21][C:4]=2[S:5][C:6]=1[C:7]([NH:9][C@H:10]([CH2:14][C:15]1[CH:20]=[CH:19][CH:18]=[CH:17][CH:16]=1)[C:11]([OH:13])=[O:12])=[O:8].C(OC(=O)[C@H](CC1C=CC=CC=1)N)(C)(C)C. (8) Given the product [CH2:1]([N:8]1[CH2:13][CH2:12][C@@H:11]2[O:14][CH2:15][C:16]3[C:17]([Cl:23])=[C:18]([CH3:24])[CH:19]=[CH:20][C:21]=3[C@H:10]2[CH2:9]1)[C:2]1[CH:7]=[CH:6][CH:5]=[CH:4][CH:3]=1, predict the reactants needed to synthesize it. The reactants are: [CH2:1]([N:8]1[CH2:13][CH2:12][C@@H:11]2[O:14][CH2:15][C:16]3[C:17]([Cl:23])=[C:18](Br)[CH:19]=[CH:20][C:21]=3[C@H:10]2[CH2:9]1)[C:2]1[CH:7]=[CH:6][CH:5]=[CH:4][CH:3]=1.[CH3:24]B1OB(C)OB(C)O1.C(=O)([O-])[O-].[K+].[K+].O. (9) The reactants are: C[O:2][C:3](=[O:28])[CH2:4][C@@H:5]1[C:13]2[C:8](=[CH:9][CH:10]=[CH:11][CH:12]=2)[CH2:7][C@H:6]1[NH:14][C:15]([C:17]1[NH:18][C:19]2[C:24]([CH:25]=1)=[CH:23][C:22]([Cl:26])=[CH:21][C:20]=2[F:27])=[O:16].[OH-].[Na+]. Given the product [Cl:26][C:22]1[CH:23]=[C:24]2[C:19](=[C:20]([F:27])[CH:21]=1)[NH:18][C:17]([C:15]([NH:14][C@@H:6]1[CH2:7][C:8]3[C:13](=[CH:12][CH:11]=[CH:10][CH:9]=3)[C@H:5]1[CH2:4][C:3]([OH:28])=[O:2])=[O:16])=[CH:25]2, predict the reactants needed to synthesize it.